Task: Predict which catalyst facilitates the given reaction.. Dataset: Catalyst prediction with 721,799 reactions and 888 catalyst types from USPTO (1) Reactant: [NH2:1][C:2]1[C:3]([C:16]([OH:18])=O)=[N:4][C:5]([C:8]2[C:13]([F:14])=[CH:12][CH:11]=[CH:10][C:9]=2[F:15])=[CH:6][CH:7]=1.[Cl:19][C:20]1[CH:25]=[CH:24][N:23]=[CH:22][C:21]=1[NH2:26].C1C=NC2N(O)N=NC=2C=1.C(Cl)CCl. Product: [NH2:1][C:2]1[C:3]([C:16]([NH:26][C:21]2[CH:22]=[N:23][CH:24]=[CH:25][C:20]=2[Cl:19])=[O:18])=[N:4][C:5]([C:8]2[C:9]([F:15])=[CH:10][CH:11]=[CH:12][C:13]=2[F:14])=[CH:6][CH:7]=1. The catalyst class is: 781. (2) Reactant: [OH:1][CH2:2][C:3]1[S:11][C:10]2[C:9](=[O:12])[C:8]([C:13]([O:15]CC)=O)=[CH:7][N:6]([CH3:18])[C:5]=2[C:4]=1[CH3:19].[Cl:20][C:21]1[CH:28]=[CH:27][C:24]([CH2:25][NH2:26])=[CH:23][CH:22]=1.C[O-].[Na+]. Product: [Cl:20][C:21]1[CH:28]=[CH:27][C:24]([CH2:25][NH:26][C:13]([C:8]2[C:9](=[O:12])[C:10]3[S:11][C:3]([CH2:2][OH:1])=[C:4]([CH3:19])[C:5]=3[N:6]([CH3:18])[CH:7]=2)=[O:15])=[CH:23][CH:22]=1. The catalyst class is: 5. (3) Reactant: C(N(CC)C(C)C)(C)C.C1(C)C=CC=CC=1.Br[CH2:18][CH2:19][CH2:20][N:21]1[C:25](=[O:26])[C:24]2=[CH:27][CH:28]=[CH:29][CH:30]=[C:23]2[C:22]1=[O:31].[NH:32]1[CH2:37][CH2:36][S:35][CH2:34][CH2:33]1. Product: [S:35]1[CH2:36][CH2:37][N:32]([CH2:18][CH2:19][CH2:20][N:21]2[C:25](=[O:26])[C:24]3[C:23](=[CH:30][CH:29]=[CH:28][CH:27]=3)[C:22]2=[O:31])[CH2:33][CH2:34]1. The catalyst class is: 13. (4) Reactant: [Cl:1][C:2]1[N:7]=[C:6]([CH3:8])[C:5]([CH2:9][C:10]([O:12][CH3:13])=[O:11])=[C:4]([C:14]2[CH:19]=[CH:18][C:17]([CH3:20])=[CH:16][CH:15]=2)[N:3]=1.[Li+].C[Si]([N-][Si](C)(C)C)(C)C.I[CH2:32][CH2:33][CH3:34]. Product: [Cl:1][C:2]1[N:7]=[C:6]([CH3:8])[C:5]([CH:9]([CH2:32][CH2:33][CH3:34])[C:10]([O:12][CH3:13])=[O:11])=[C:4]([C:14]2[CH:15]=[CH:16][C:17]([CH3:20])=[CH:18][CH:19]=2)[N:3]=1. The catalyst class is: 3. (5) Reactant: [Br:1][C:2]1[CH:7]=[CH:6][CH:5]=[C:4]([CH3:8])[C:3]=1I.[CH2:10]([O:12][C:13]([C:15]1[CH:16]=[C:17](B(O)O)[CH:18]=[CH:19][CH:20]=1)=[O:14])[CH3:11].C(=O)([O-])[O-].[K+].[K+].C1(C)C=CC=CC=1. Product: [Br:1][C:2]1[CH:7]=[CH:6][CH:5]=[C:4]([CH3:8])[C:3]=1[C:17]1[CH:18]=[CH:19][CH:20]=[C:15]([C:13]([O:12][CH2:10][CH3:11])=[O:14])[CH:16]=1. The catalyst class is: 461. (6) Reactant: [ClH:1].[OH:2][C:3]1([C:29]([F:32])([F:31])[F:30])[CH2:8][C:7](=[O:9])[NH:6][C:5]2[NH:10][N:11]=[C:12]([CH:13]3[CH2:18][CH2:17][N:16]([C:19]4[N:20]=[N:21][C:22]([O:25][CH:26]([CH3:28])[CH3:27])=[CH:23][CH:24]=4)[CH2:15][CH2:14]3)[C:4]1=2. Product: [ClH:1].[OH:2][C:3]1([C:29]([F:30])([F:31])[F:32])[CH2:8][C:7](=[O:9])[NH:6][C:5]2[NH:10][N:11]=[C:12]([CH:13]3[CH2:18][CH2:17][N:16]([C:19]4[N:20]=[N:21][C:22]([O:25][CH:26]([CH3:28])[CH3:27])=[CH:23][CH:24]=4)[CH2:15][CH2:14]3)[C:4]1=2. The catalyst class is: 8.